This data is from Full USPTO retrosynthesis dataset with 1.9M reactions from patents (1976-2016). The task is: Predict the reactants needed to synthesize the given product. (1) Given the product [OH:1][C@:2]([C:32]1[CH:36]=[C:35]([CH3:37])[O:34][N:33]=1)([CH3:31])[C:3]#[C:4][C:5]1[CH:6]=[CH:7][C:8]2[O:14][CH2:13][CH2:12][N:17]3[C:16]([C:18]([NH:20][C@H:39]4[CH2:43][CH2:42][O:41][CH2:40]4)=[O:19])=[C:15]([C:21]([NH2:23])=[O:22])[N:11]=[C:10]3[C:9]=2[CH:30]=1, predict the reactants needed to synthesize it. The reactants are: [OH:1][C@:2]([C:32]1[CH:36]=[C:35]([CH3:37])[O:34][N:33]=1)([CH3:31])[C:3]#[C:4][C:5]1[CH:6]=[CH:7][C:8]2[O:14][CH2:13][CH2:12][N:11]3[C:15]([C:21]([NH:23]C4CCOCC4)=[O:22])=[C:16]([C:18]([NH2:20])=[O:19])[N:17]=[C:10]3[C:9]=2[CH:30]=1.N[C@H:39]1[CH2:43][CH2:42][O:41][CH2:40]1. (2) Given the product [CH:12]1([C:16]([C:8]2[CH:9]=[CH:10][C:5]([OH:11])=[CH:6][CH:7]=2)=[O:17])[CH2:15][CH2:14][CH2:13]1, predict the reactants needed to synthesize it. The reactants are: [Cl-].[Al+3].[Cl-].[Cl-].[C:5]1([OH:11])[CH:10]=[CH:9][CH:8]=[CH:7][CH:6]=1.[CH:12]1([C:16](Cl)=[O:17])[CH2:15][CH2:14][CH2:13]1.Cl. (3) Given the product [Cl:32][C:9]1[N:8]([CH2:7][C:6]([OH:33])=[O:5])[C:16]2[C:11]([C:10]=1[S:19][C:20]1[CH:30]=[CH:29][CH:28]=[C:22]([C:23]([O:25][CH2:26][CH3:27])=[O:24])[C:21]=1[F:31])=[CH:12][CH:13]=[C:14]([Cl:18])[C:15]=2[F:17], predict the reactants needed to synthesize it. The reactants are: C([O:5][C:6](=[O:33])[CH2:7][N:8]1[C:16]2[C:11](=[CH:12][CH:13]=[C:14]([Cl:18])[C:15]=2[F:17])[C:10]([S:19][C:20]2[C:21]([F:31])=[C:22]([CH:28]=[CH:29][CH:30]=2)[C:23]([O:25][CH2:26][CH3:27])=[O:24])=[C:9]1[Cl:32])(C)(C)C.C(O)(C(F)(F)F)=O. (4) Given the product [OH:13][CH2:12][C:10]1[CH:9]=[N:8][C:5]2[S:6][CH2:7][C:2](=[O:1])[NH:3][C:4]=2[CH:11]=1, predict the reactants needed to synthesize it. The reactants are: [O:1]=[C:2]1[CH2:7][S:6][C:5]2[N:8]=[CH:9][C:10]([C:12](O)=[O:13])=[CH:11][C:4]=2[NH:3]1.C(OC(Cl)=O)C(C)C.[BH4-].[Na+]. (5) Given the product [CH:24]1([NH:28][C:12](=[O:14])[C:11]2[CH:15]=[CH:16][C:17]([CH3:18])=[C:9]([NH:8][C:6](=[O:7])[C:5]3[CH:19]=[CH:20][C:21]([O:22][CH3:23])=[C:3]([O:2][CH3:1])[CH:4]=3)[CH:10]=2)[CH2:27][CH2:26][CH2:25]1, predict the reactants needed to synthesize it. The reactants are: [CH3:1][O:2][C:3]1[CH:4]=[C:5]([CH:19]=[CH:20][C:21]=1[O:22][CH3:23])[C:6]([NH:8][C:9]1[CH:10]=[C:11]([CH:15]=[CH:16][C:17]=1[CH3:18])[C:12]([OH:14])=O)=[O:7].[CH:24]1([NH2:28])[CH2:27][CH2:26][CH2:25]1.